From a dataset of Full USPTO retrosynthesis dataset with 1.9M reactions from patents (1976-2016). Predict the reactants needed to synthesize the given product. Given the product [CH3:10][C:2]1[N:13]2[CH:14]=[CH:15][CH:16]=[CH:17][C:12]2=[N:11][C:3]=1[C:4]([O:6][CH2:7][CH3:8])=[O:5], predict the reactants needed to synthesize it. The reactants are: Br[CH:2]([CH3:10])[C:3](=O)[C:4]([O:6][CH2:7][CH3:8])=[O:5].[NH2:11][C:12]1[CH:17]=[CH:16][CH:15]=[CH:14][N:13]=1.